Dataset: Full USPTO retrosynthesis dataset with 1.9M reactions from patents (1976-2016). Task: Predict the reactants needed to synthesize the given product. (1) Given the product [Cl:22][C:18]1[CH:17]=[C:16]([S:15][C:13]2[CH:12]=[CH:11][N:10]=[C:9]([NH:7][C:4]3[S:5][CH:6]=[C:2]([CH3:1])[N:3]=3)[CH:14]=2)[CH:21]=[CH:20][CH:19]=1, predict the reactants needed to synthesize it. The reactants are: [CH3:1][C:2]1[N:3]=[C:4]([NH2:7])[S:5][CH:6]=1.Cl[C:9]1[CH:14]=[C:13]([S:15][C:16]2[CH:21]=[CH:20][CH:19]=[C:18]([Cl:22])[CH:17]=2)[CH:12]=[CH:11][N:10]=1.P([O-])([O-])([O-])=O.[K+].[K+].[K+].O. (2) Given the product [CH3:20][O:19][CH2:18][CH2:17][CH2:16][CH2:15][O:14][C:11]1[CH:10]=[CH:9][C:8]([C@@H:7]2[C@@H:6]([O:21][CH2:22][C:23]3[CH:24]=[CH:25][C:26]4[O:31][CH2:30][CH2:29][N:28]([CH2:32][CH2:33][CH2:34][O:35][CH3:36])[C:27]=4[CH:37]=3)[CH2:5][NH:4][CH2:3][C@H:2]2[O:1][CH2:3][C@H:2]([OH:1])[CH2:7][CH2:48][CH3:49])=[CH:13][CH:12]=1, predict the reactants needed to synthesize it. The reactants are: [OH:1][C@H:2]1[C@H:7]([C:8]2[CH:13]=[CH:12][C:11]([O:14][CH2:15][CH2:16][CH2:17][CH2:18][O:19][CH3:20])=[CH:10][CH:9]=2)[C@@H:6]([O:21][CH2:22][C:23]2[CH:24]=[CH:25][C:26]3[O:31][CH2:30][CH2:29][N:28]([CH2:32][CH2:33][CH2:34][O:35][CH3:36])[C:27]=3[CH:37]=2)[CH2:5][N:4](C(OCC2C=CC=CC=2)=O)[CH2:3]1.[CH2:48]([Mg]Br)[CH3:49]. (3) Given the product [F:26][CH:2]([F:1])[C:3]1[O:4][C:5]2[C:10]([C:11](=[O:24])[C:12]=1[C:13]1[CH:14]=[CH:15][C:16]([C:17]([OH:19])=[O:18])=[CH:22][CH:23]=1)=[CH:9][CH:8]=[C:7]([OH:25])[CH:6]=2, predict the reactants needed to synthesize it. The reactants are: [F:1][CH:2]([F:26])[C:3]1[O:4][C:5]2[C:10]([C:11](=[O:24])[C:12]=1[C:13]1[CH:23]=[CH:22][C:16]([C:17]([O:19]CC)=[O:18])=[CH:15][CH:14]=1)=[CH:9][CH:8]=[C:7]([OH:25])[CH:6]=2.Cl.